This data is from Peptide-MHC class I binding affinity with 185,985 pairs from IEDB/IMGT. The task is: Regression. Given a peptide amino acid sequence and an MHC pseudo amino acid sequence, predict their binding affinity value. This is MHC class I binding data. (1) The peptide sequence is KIKHKGMSF. The MHC is HLA-B15:01 with pseudo-sequence HLA-B15:01. The binding affinity (normalized) is 0.644. (2) The peptide sequence is ATSSFREKSR. The MHC is HLA-A33:01 with pseudo-sequence HLA-A33:01. The binding affinity (normalized) is 0.529. (3) The peptide sequence is FRKEFTKLE. The MHC is HLA-A03:01 with pseudo-sequence HLA-A03:01. The binding affinity (normalized) is 0.0847. (4) The binding affinity (normalized) is 0.0847. The MHC is HLA-A11:01 with pseudo-sequence HLA-A11:01. The peptide sequence is EEQTDPKTL. (5) The peptide sequence is EGPQREPW. The MHC is Mamu-B3901 with pseudo-sequence Mamu-B3901. The binding affinity (normalized) is 0.0453. (6) The peptide sequence is LPQIGGEAI. The MHC is HLA-B51:01 with pseudo-sequence HLA-B51:01. The binding affinity (normalized) is 0.504. (7) The peptide sequence is DFGYATMAK. The MHC is HLA-A26:01 with pseudo-sequence HLA-A26:01. The binding affinity (normalized) is 0.0847. (8) The peptide sequence is HTSALSLGY. The MHC is HLA-B27:03 with pseudo-sequence HLA-B27:03. The binding affinity (normalized) is 0.0847. (9) The peptide sequence is TLTSCNTSV. The MHC is HLA-A02:03 with pseudo-sequence HLA-A02:03. The binding affinity (normalized) is 0.763. (10) The peptide sequence is LTSRENLLLG. The MHC is HLA-B57:01 with pseudo-sequence HLA-B57:01. The binding affinity (normalized) is 0.418.